The task is: Predict the reaction yield, written as a fraction of the theoretical maximum amount of product (1.0 means a 100% yield; for example, 0.34 means a 34% yield).. This data is from Reaction yield outcomes from USPTO patents with 853,638 reactions. (1) The reactants are [NH2-:1].[Li+].Cl[SiH:4]1[N:8]([C:9]([CH3:16])([CH3:15])[CH2:10][C:11]([CH3:14])([CH3:13])[CH3:12])[CH:7]=[CH:6][N:5]1[C:17]([CH3:24])([CH3:23])[CH2:18][C:19]([CH3:22])([CH3:21])[CH3:20].CCCCCC. The catalyst is COCCOC. The product is [NH2:1][SiH:4]1[N:8]([C:9]([CH3:16])([CH3:15])[CH2:10][C:11]([CH3:14])([CH3:13])[CH3:12])[CH:7]=[CH:6][N:5]1[C:17]([CH3:24])([CH3:23])[CH2:18][C:19]([CH3:22])([CH3:21])[CH3:20]. The yield is 0.870. (2) The reactants are C(=O)([O-])[O-].[K+].[K+].[NH2:7][C:8]1[C:23]([CH3:24])=[CH:22][C:21]([Cl:25])=[CH:20][C:9]=1[C:10]([N:12]=[S:13]([CH:17]([CH3:19])[CH3:18])[CH:14]([CH3:16])[CH3:15])=[O:11].[Cl:26][C:27]1[C:28]([N:33]2[C:37]([C:38](Cl)=[O:39])=[CH:36][C:35]([C:41]([F:44])([F:43])[F:42])=[N:34]2)=[N:29][CH:30]=[CH:31][CH:32]=1. The catalyst is ClCCl. The product is [Cl:26][C:27]1[C:28]([N:33]2[C:37]([C:38]([NH:7][C:8]3[C:9]([C:10](=[O:11])[N:12]=[S:13]([CH:17]([CH3:18])[CH3:19])[CH:14]([CH3:16])[CH3:15])=[CH:20][C:21]([Cl:25])=[CH:22][C:23]=3[CH3:24])=[O:39])=[CH:36][C:35]([C:41]([F:44])([F:42])[F:43])=[N:34]2)=[N:29][CH:30]=[CH:31][CH:32]=1. The yield is 0.850.